From a dataset of Catalyst prediction with 721,799 reactions and 888 catalyst types from USPTO. Predict which catalyst facilitates the given reaction. (1) Reactant: CN(C)[C:3](=[O:28])[CH2:4][O:5][CH2:6][CH2:7][N:8]1[CH2:13][CH2:12][N:11]([CH:14]([C:22]2[CH:27]=[CH:26][CH:25]=[CH:24][CH:23]=2)[C:15]2[CH:20]=[CH:19][C:18]([Cl:21])=[CH:17][CH:16]=2)[CH2:10][CH2:9]1.C(N(CC=C)C(=O)C[O:36]CCN1CCN(C(C2C=CC=CC=2)C2C=CC([Cl:52])=CC=2)CC1)C=C. Product: [ClH:21].[ClH:52].[C:22]1([CH:14]([N:11]2[CH2:12][CH2:13][N:8]([CH2:7][CH2:6][O:5][CH2:4][C:3]([OH:28])=[O:36])[CH2:9][CH2:10]2)[C:15]2[CH:16]=[CH:17][C:18]([Cl:21])=[CH:19][CH:20]=2)[CH:27]=[CH:26][CH:25]=[CH:24][CH:23]=1. The catalyst class is: 12. (2) Reactant: [NH2:1][C:2]1[N:7]=[CH:6][N:5]=[C:4]([NH:8][C:9]2[CH:14]=[CH:13][C:12]([CH2:15][C:16](O)=[O:17])=[CH:11][CH:10]=2)[C:3]=1[C:19]1[CH:24]=[CH:23][C:22]([O:25][C:26]2[CH:31]=[CH:30][CH:29]=[CH:28][CH:27]=2)=[CH:21][CH:20]=1.Cl.[CH3:33][NH:34][O:35][CH3:36].CCN=C=NCCCN(C)C.Cl.ON1C2C=CC=CC=2N=N1.C(N(CC)C(C)C)(C)C. Product: [NH2:1][C:2]1[N:7]=[CH:6][N:5]=[C:4]([NH:8][C:9]2[CH:14]=[CH:13][C:12]([CH2:15][C:16]([N:34]([O:35][CH3:36])[CH3:33])=[O:17])=[CH:11][CH:10]=2)[C:3]=1[C:19]1[CH:24]=[CH:23][C:22]([O:25][C:26]2[CH:31]=[CH:30][CH:29]=[CH:28][CH:27]=2)=[CH:21][CH:20]=1. The catalyst class is: 31. (3) Reactant: [CH3:1][S:2][CH2:3][C:4]1([C:9](=[O:13])[CH2:10][C:11]#[N:12])[CH2:8][CH2:7][CH2:6][CH2:5]1.[H-].[Na+].C(#N)C.ClC1C=CC=C(C(OO)=[O:27])C=1.[OH2:30]. Product: [CH3:1][S:2]([CH2:3][C:4]1([C:9](=[O:13])[CH2:10][C:11]#[N:12])[CH2:8][CH2:7][CH2:6][CH2:5]1)(=[O:27])=[O:30]. The catalyst class is: 266. (4) Reactant: [Br:1][C:2]1[N:7]=[C:6]([CH:8]=O)[CH:5]=[CH:4][CH:3]=1.[CH3:10][CH:11]1[CH2:16][CH2:15][CH2:14][CH2:13][NH:12]1. Product: [Br:1][C:2]1[CH:3]=[CH:4][CH:5]=[C:6]([CH2:8][N:12]2[CH2:13][CH2:14][CH2:15][CH2:16][CH:11]2[CH3:10])[N:7]=1. The catalyst class is: 2. (5) Reactant: C[O:2][C:3]([C:5]1[CH:6]=[C:7]([C:24]([F:27])([F:26])[F:25])[C:8]2[N:9]([C:11]([Cl:23])=[C:12]([C:14](=[O:22])[NH:15][CH2:16][C:17]3[S:18][CH:19]=[CH:20][CH:21]=3)[N:13]=2)[CH:10]=1)=[O:4].[Li+].[OH-]. Product: [Cl:23][C:11]1[N:9]2[CH:10]=[C:5]([C:3]([OH:4])=[O:2])[CH:6]=[C:7]([C:24]([F:26])([F:27])[F:25])[C:8]2=[N:13][C:12]=1[C:14](=[O:22])[NH:15][CH2:16][C:17]1[S:18][CH:19]=[CH:20][CH:21]=1. The catalyst class is: 20. (6) The catalyst class is: 47. Reactant: [CH3:1][O:2][C:3]1[CH:13]=[CH:12][C:6]2[CH2:7][CH2:8][NH:9][CH2:10][CH2:11][C:5]=2[CH:4]=1.Cl[CH:15]1[CH2:20][N:19]([CH:21]2[CH2:24][CH2:23][CH2:22]2)[CH2:18][CH2:17][NH:16]1.[C:25](N)(=[O:27])[CH3:26].C([O-])([O-])=O.[K+].[K+].[Na+].[I-]. Product: [CH:21]1([N:19]2[CH2:18][CH2:17][N:16]([C:25](=[O:27])[CH2:26][N:9]3[CH2:10][CH2:11][C:5]4[CH:4]=[C:3]([O:2][CH3:1])[CH:13]=[CH:12][C:6]=4[CH2:7][CH2:8]3)[CH2:15][CH2:20]2)[CH2:24][CH2:23][CH2:22]1. (7) Reactant: Br[C:2]1[O:6][C:5]([CH3:7])=[C:4]([C:8]([O:10][CH3:11])=[O:9])[CH:3]=1.[CH3:12][O:13][C:14]1[CH:19]=[CH:18][C:17](B(O)O)=[CH:16][CH:15]=1.C(=O)([O-])[O-].[Na+].[Na+].COCCOC. Product: [CH3:12][O:13][C:14]1[CH:19]=[CH:18][C:17]([C:2]2[O:6][C:5]([CH3:7])=[C:4]([C:8]([O:10][CH3:11])=[O:9])[CH:3]=2)=[CH:16][CH:15]=1. The catalyst class is: 103.